From a dataset of Reaction yield outcomes from USPTO patents with 853,638 reactions. Predict the reaction yield, written as a fraction of the theoretical maximum amount of product (1.0 means a 100% yield; for example, 0.34 means a 34% yield). (1) The reactants are Cl[C:2]1[CH:7]=[C:6]([O:8][C:9]2[CH:10]=[CH:11][C:12]([NH:15][C:16]([NH:18][C:19](=[O:25])[C:20]([O:23][CH3:24])([CH3:22])[CH3:21])=[O:17])=[N:13][CH:14]=2)[CH:5]=[CH:4][N:3]=1.[CH2:26]([N:29]1[CH:33]=[C:32](B2OC(C)(C)C(C)(C)O2)[CH:31]=[N:30]1)[CH:27]=[CH2:28].C([O-])([O-])=O.[K+].[K+]. The catalyst is O1CCOCC1.O.C1C=CC([P]([Pd]([P](C2C=CC=CC=2)(C2C=CC=CC=2)C2C=CC=CC=2)([P](C2C=CC=CC=2)(C2C=CC=CC=2)C2C=CC=CC=2)[P](C2C=CC=CC=2)(C2C=CC=CC=2)C2C=CC=CC=2)(C2C=CC=CC=2)C2C=CC=CC=2)=CC=1. The product is [CH2:26]([N:29]1[CH:33]=[C:32]([C:2]2[CH:7]=[C:6]([O:8][C:9]3[CH:10]=[CH:11][C:12]([NH:15][C:16]([NH:18][C:19](=[O:25])[C:20]([O:23][CH3:24])([CH3:22])[CH3:21])=[O:17])=[N:13][CH:14]=3)[CH:5]=[CH:4][N:3]=2)[CH:31]=[N:30]1)[CH:27]=[CH2:28]. The yield is 0.146. (2) The reactants are S(Cl)(Cl)=O.COC1C=CC=CC=1CCC(O)=O.C1(CCCC(Cl)=O)C=CC=CC=1.[CH3:30][O:31][C:32]1[CH:33]=[C:34]2[C:39](=[CH:40][C:41]=1[O:42][CH3:43])[N:38]=[CH:37][N:36]=[C:35]2[O:44][C:45]1[CH:51]=[CH:50][C:48]([NH2:49])=[CH:47][CH:46]=1.[CH3:52][O:53][C:54]1[CH:59]=[CH:58][CH:57]=[CH:56][C:55]=1[CH2:60][CH2:61][C:62]([N:64]=[C:65]=[S:66])=[O:63]. The catalyst is C1(C)C=CC=CC=1.C(O)C. The product is [CH3:30][O:31][C:32]1[CH:33]=[C:34]2[C:39](=[CH:40][C:41]=1[O:42][CH3:43])[N:38]=[CH:37][N:36]=[C:35]2[O:44][C:45]1[CH:51]=[CH:50][C:48]([NH:49][C:65]([NH:64][C:62](=[O:63])[CH2:61][CH2:60][C:55]2[CH:56]=[CH:57][CH:58]=[CH:59][C:54]=2[O:53][CH3:52])=[S:66])=[CH:47][CH:46]=1. The yield is 0.430. (3) The reactants are [Cl-].O[NH3+:3].[C:4](=[O:7])([O-])[OH:5].[Na+].CS(C)=O.[CH2:13]([C:17]1[N:18]=[C:19]([CH3:46])[N:20]([C:39]2[CH:44]=[CH:43][CH:42]=[C:41]([CH3:45])[CH:40]=2)[C:21](=[O:38])[C:22]=1[CH2:23][C:24]1[CH:29]=[CH:28][C:27]([C:30]2[C:31]([C:36]#[N:37])=[CH:32][CH:33]=[CH:34][CH:35]=2)=[CH:26][CH:25]=1)[CH2:14][CH2:15][CH3:16]. The catalyst is O.C(OCC)(=O)C. The product is [CH2:13]([C:17]1[N:18]=[C:19]([CH3:46])[N:20]([C:39]2[CH:44]=[CH:43][CH:42]=[C:41]([CH3:45])[CH:40]=2)[C:21](=[O:38])[C:22]=1[CH2:23][C:24]1[CH:25]=[CH:26][C:27]([C:30]2[CH:35]=[CH:34][CH:33]=[CH:32][C:31]=2[C:36]2[NH:3][C:4](=[O:7])[O:5][N:37]=2)=[CH:28][CH:29]=1)[CH2:14][CH2:15][CH3:16]. The yield is 0.600. (4) No catalyst specified. The yield is 0.590. The reactants are [Cl:1][C:2]1[N:3]=[C:4]2[C:9](=[CH:10][CH:11]=1)[N:8]=[CH:7][C:6]([S:12]([CH3:15])(=[O:14])=[O:13])=[C:5]2[NH:16][C@H:17]1[CH2:22][CH2:21][C@H:20]([CH2:23][N:24]([CH3:26])[CH3:25])[CH2:19][CH2:18]1.[Cl:27][C:28]1[CH:33]=[C:32](B2OC(C)(C)C(C)(C)O2)[CH:31]=[C:30]([F:43])[C:29]=1[OH:44].C1(N)C(F)=C(F)C(F)=C(N)C=1F.Cl.Cl. The product is [ClH:1].[ClH:27].[Cl:27][C:28]1[CH:33]=[C:32]([C:2]2[N:3]=[C:4]3[C:9](=[CH:10][CH:11]=2)[N:8]=[CH:7][C:6]([S:12]([CH3:15])(=[O:13])=[O:14])=[C:5]3[NH:16][C@H:17]2[CH2:22][CH2:21][C@H:20]([CH2:23][N:24]([CH3:25])[CH3:26])[CH2:19][CH2:18]2)[CH:31]=[C:30]([F:43])[C:29]=1[OH:44]. (5) The reactants are [CH2:1]([O:3][C:4]([C:6]1([CH2:19][CH:20]=O)[CH2:11][CH2:10][N:9]([C:12]([O:14][C:15]([CH3:18])([CH3:17])[CH3:16])=[O:13])[CH2:8][CH2:7]1)=[O:5])[CH3:2].[NH2:22][C:23]1[CH:24]=[N:25][C:26]([Cl:29])=[N:27][CH:28]=1.CC(O)=O.[BH-](OC(C)=O)(OC(C)=O)OC(C)=O.[Na+].[NH4+].[OH-]. The catalyst is ClCCCl.O. The product is [CH2:1]([O:3][C:4]([C:6]1([CH2:19][CH2:20][NH:22][C:23]2[CH:24]=[N:25][C:26]([Cl:29])=[N:27][CH:28]=2)[CH2:7][CH2:8][N:9]([C:12]([O:14][C:15]([CH3:18])([CH3:16])[CH3:17])=[O:13])[CH2:10][CH2:11]1)=[O:5])[CH3:2]. The yield is 0.420. (6) The reactants are C[O:2]/[CH:3]=[CH:4]/[CH:5]1[CH2:9][C:8]2[CH:10]=[C:11]([C:14]3[CH:21]=[CH:20][C:17]([C:18]#[N:19])=[CH:16][CH:15]=3)[CH:12]=[CH:13][C:7]=2[O:6]1.O.C1(C)C=CC(S(O)(=O)=O)=CC=1. The catalyst is CC(C)=O.C(Cl)Cl. The product is [O:2]=[CH:3][CH2:4][CH:5]1[CH2:9][C:8]2[CH:10]=[C:11]([C:14]3[CH:21]=[CH:20][C:17]([C:18]#[N:19])=[CH:16][CH:15]=3)[CH:12]=[CH:13][C:7]=2[O:6]1. The yield is 0.870. (7) The reactants are [F:1][C:2]1[CH:7]=[C:6]([O:8]C)[CH:5]=[C:4]([O:10]C)[CH:3]=1.B(Br)(Br)Br.CO. The catalyst is ClCCl. The product is [F:1][C:2]1[CH:3]=[C:4]([OH:10])[CH:5]=[C:6]([OH:8])[CH:7]=1. The yield is 0.970. (8) The reactants are [O:1]1[CH:5]=[CH:4][C:3]([C:6]2[C:15]([N:16]3[CH2:20][CH2:19][CH2:18][C@@H:17]3[CH3:21])=[N:14][C:13]3[C:8](=[CH:9][CH:10]=[C:11]([C:22]([O:24]C)=[O:23])[CH:12]=3)[N:7]=2)=[CH:2]1.[OH-].[Na+]. The catalyst is CO.O. The product is [O:1]1[CH:5]=[CH:4][C:3]([C:6]2[C:15]([N:16]3[CH2:20][CH2:19][CH2:18][C@@H:17]3[CH3:21])=[N:14][C:13]3[C:8](=[CH:9][CH:10]=[C:11]([C:22]([OH:24])=[O:23])[CH:12]=3)[N:7]=2)=[CH:2]1. The yield is 0.680. (9) The reactants are [CH3:1][Si:2]([CH3:28])([CH3:27])[CH2:3][CH2:4][O:5][CH2:6][N:7]1[C:11]2[N:12]=[CH:13][N:14]=[C:15]([C:16]3[CH:17]=[N:18][N:19]([CH:21]([CH2:25][CH3:26])[CH2:22][CH:23]=O)[CH:20]=3)[C:10]=2[CH:9]=[CH:8]1.C(Cl)Cl.C1(P(C2C=CC=CC=2)C2C=CC=CC=2)C=CC=CC=1.[C:51](Br)(Br)([Br:53])[Br:52]. The catalyst is O. The product is [Br:52][C:51]([Br:53])=[CH:23][CH2:22][CH:21]([N:19]1[CH:20]=[C:16]([C:15]2[C:10]3[CH:9]=[CH:8][N:7]([CH2:6][O:5][CH2:4][CH2:3][Si:2]([CH3:28])([CH3:1])[CH3:27])[C:11]=3[N:12]=[CH:13][N:14]=2)[CH:17]=[N:18]1)[CH2:25][CH3:26]. The yield is 0.100. (10) The reactants are [CH3:1][C:2]([C@H:4]1[C@@H:8]2[C@@H:9]3[C@@:22]([CH3:25])([CH2:23][CH2:24][C@@:7]2([C:31]([OH:33])=[O:32])[CH2:6][CH2:5]1)[C@@:21]1([CH3:26])[C@@H:12]([C@:13]2([CH3:30])[C@@H:18]([CH2:19][CH2:20]1)[C:17]([CH3:28])([CH3:27])[C@@H:16]([OH:29])[CH2:15][CH2:14]2)[CH2:11][CH2:10]3)=[CH2:3].C(=O)([O-])[O-].[K+].[K+].[CH2:40](Br)[C:41]1[CH:46]=[CH:45][CH:44]=[CH:43][CH:42]=1. The catalyst is CN(C=O)C. The product is [OH:29][C@H:16]1[CH2:15][CH2:14][C@@:13]2([CH3:30])[C@@H:18]([CH2:19][CH2:20][C@:21]3([CH3:26])[C@@H:12]2[CH2:11][CH2:10][C@H:9]2[C@@:22]3([CH3:25])[CH2:23][CH2:24][C@@:7]3([C:31]([O:33][CH2:40][C:41]4[CH:46]=[CH:45][CH:44]=[CH:43][CH:42]=4)=[O:32])[CH2:6][CH2:5][C@@H:4]([C:2]([CH3:1])=[CH2:3])[C@@H:8]32)[C:17]1([CH3:27])[CH3:28]. The yield is 0.970.